Task: Predict the reaction yield, written as a fraction of the theoretical maximum amount of product (1.0 means a 100% yield; for example, 0.34 means a 34% yield).. Dataset: Reaction yield outcomes from USPTO patents with 853,638 reactions (1) The reactants are [NH2:1][C:2]1[CH2:7][CH2:6][CH2:5][C:4](=[O:8])[C:3]=1[CH3:9].Br[C:11]1[CH:16]=[CH:15][N:14]=[CH:13][C:12]=1[Cl:17].C1C=CC(P(C2C(C3C(P(C4C=CC=CC=4)C4C=CC=CC=4)=CC=C4C=3C=CC=C4)=C3C(C=CC=C3)=CC=2)C2C=CC=CC=2)=CC=1.C(=O)([O-])[O-].[Cs+].[Cs+]. The catalyst is C([O-])(=O)C.[Pd+2].C([O-])(=O)C.C1(C)C=CC=CC=1. The product is [Cl:17][C:12]1[CH:13]=[N:14][CH:15]=[CH:16][C:11]=1[NH:1][C:2]1[CH2:7][CH2:6][CH2:5][C:4](=[O:8])[C:3]=1[CH3:9]. The yield is 0.150. (2) The reactants are [Cl:1][C:2]1[N:10]=[C:9]2[C:5]([N:6]=[CH:7][N:8]2[CH2:11][O:12][CH2:13][CH2:14][Si:15]([CH3:18])([CH3:17])[CH3:16])=[C:4](Cl)[N:3]=1.[OH:20][C:21]1[CH:22]=[C:23]([NH:27][C:28](=[O:31])[CH:29]=[CH2:30])[CH:24]=[CH:25][CH:26]=1.C([O-])([O-])=O.[K+].[K+]. The catalyst is CN(C=O)C. The product is [Cl:1][C:2]1[N:10]=[C:9]2[C:5]([N:6]=[CH:7][N:8]2[CH2:11][O:12][CH2:13][CH2:14][Si:15]([CH3:18])([CH3:17])[CH3:16])=[C:4]([O:20][C:21]2[CH:22]=[C:23]([NH:27][C:28](=[O:31])[CH:29]=[CH2:30])[CH:24]=[CH:25][CH:26]=2)[N:3]=1. The yield is 0.850.